From a dataset of Full USPTO retrosynthesis dataset with 1.9M reactions from patents (1976-2016). Predict the reactants needed to synthesize the given product. (1) Given the product [C:1]([O:5][C:6]([N:8]1[CH2:13][CH2:12][CH:11]([C:14]2[C:17]3[CH:22]=[C:21]([C:23]([F:26])([F:25])[F:24])[CH:20]=[CH:19][C:18]=3[O:16][N:15]=2)[CH2:10][CH2:9]1)=[O:7])([CH3:4])([CH3:3])[CH3:2], predict the reactants needed to synthesize it. The reactants are: [C:1]([O:5][C:6]([N:8]1[CH2:13][CH2:12][CH:11]([C:14]([C:17]2[CH:22]=[C:21]([C:23]([F:26])([F:25])[F:24])[CH:20]=[CH:19][C:18]=2F)=[N:15][OH:16])[CH2:10][CH2:9]1)=[O:7])([CH3:4])([CH3:3])[CH3:2].CC(C)([O-])C.[K+]. (2) Given the product [CH3:34][N:11]([S:12]([C:15]1[CH:16]=[CH:17][C:18]([O:21][CH2:22][C:23]2[C:32]3[C:27](=[CH:28][CH:29]=[CH:30][CH:31]=3)[N:26]=[C:25]([CH3:33])[CH:24]=2)=[CH:19][CH:20]=1)(=[O:13])=[O:14])[CH:10]1[CH2:9][CH2:8][O:7][CH2:6][CH:5]1[C:3]([OH:4])=[O:2], predict the reactants needed to synthesize it. The reactants are: C[O:2][C:3]([CH:5]1[CH:10]([N:11]([CH3:34])[S:12]([C:15]2[CH:20]=[CH:19][C:18]([O:21][CH2:22][C:23]3[C:32]4[C:27](=[CH:28][CH:29]=[CH:30][CH:31]=4)[N:26]=[C:25]([CH3:33])[CH:24]=3)=[CH:17][CH:16]=2)(=[O:14])=[O:13])[CH2:9][CH2:8][O:7][CH2:6]1)=[O:4].[OH-].[Li+].Cl. (3) The reactants are: [F:1][C:2]1[CH:3]=[C:4]([C@H:9]2[N:14](C(OC(C)(C)C)=O)[C:13](=[O:22])[C:12]([CH2:25][CH3:26])([CH2:23][CH3:24])[CH2:11][CH2:10]2)[CH:5]=[C:6]([F:8])[CH:7]=1.C(O)(C(F)(F)F)=O. Given the product [F:1][C:2]1[CH:3]=[C:4]([C@H:9]2[NH:14][C:13](=[O:22])[C:12]([CH2:25][CH3:26])([CH2:23][CH3:24])[CH2:11][CH2:10]2)[CH:5]=[C:6]([F:8])[CH:7]=1, predict the reactants needed to synthesize it. (4) Given the product [Cl:14][C:9]1[C:8]([C:6]2[N:5]=[CH:4][N:3]=[C:2]([NH:20][CH2:19][C:18]3[CH:21]=[CH:22][C:23]([O:25][CH3:26])=[CH:24][C:17]=3[O:16][CH3:15])[CH:7]=2)=[CH:13][CH:12]=[CH:11][N:10]=1, predict the reactants needed to synthesize it. The reactants are: Cl[C:2]1[CH:7]=[C:6]([C:8]2[C:9]([Cl:14])=[N:10][CH:11]=[CH:12][CH:13]=2)[N:5]=[CH:4][N:3]=1.[CH3:15][O:16][C:17]1[CH:24]=[C:23]([O:25][CH3:26])[CH:22]=[CH:21][C:18]=1[CH2:19][NH2:20]. (5) Given the product [O:14]=[C:13]1[NH:12][C@H:11]2[CH2:10][S:9][C@@H:8]([CH2:7][CH2:6][CH2:5][CH2:4][C:2]([NH:41][CH2:42][CH2:43][CH2:44][N:45]3[CH2:46][CH2:47][N:48]([C:71]([O:73][C:74]([CH3:77])([CH3:76])[CH3:75])=[O:72])[CH2:49][CH2:50][N:51]([C:64]([O:66][C:67]([CH3:69])([CH3:68])[CH3:70])=[O:65])[CH2:52][CH2:53][N:54]([C:57]([O:59][C:60]([CH3:63])([CH3:62])[CH3:61])=[O:58])[CH2:55][CH2:56]3)=[O:3])[C@H:16]2[NH:15]1, predict the reactants needed to synthesize it. The reactants are: O[C:2]([CH2:4][CH2:5][CH2:6][CH2:7][C@H:8]1[C@@H:16]2[C@@H:11]([NH:12][C:13]([NH:15]2)=[O:14])[CH2:10][S:9]1)=[O:3].CN(C(ON1N=NC2C=CC=CC1=2)=[N+](C)C)C.F[P-](F)(F)(F)(F)F.[NH2:41][CH2:42][CH2:43][CH2:44][N:45]1[CH2:56][CH2:55][N:54]([C:57]([O:59][C:60]([CH3:63])([CH3:62])[CH3:61])=[O:58])[CH2:53][CH2:52][N:51]([C:64]([O:66][C:67]([CH3:70])([CH3:69])[CH3:68])=[O:65])[CH2:50][CH2:49][N:48]([C:71]([O:73][C:74]([CH3:77])([CH3:76])[CH3:75])=[O:72])[CH2:47][CH2:46]1.CCN(C(C)C)C(C)C.